This data is from Full USPTO retrosynthesis dataset with 1.9M reactions from patents (1976-2016). The task is: Predict the reactants needed to synthesize the given product. (1) Given the product [Cl:26][C:27]1[CH:32]=[C:31]([Cl:33])[CH:30]=[CH:29][C:28]=1[NH:34][C:35]([NH:1][CH2:2][CH2:3][CH2:4][CH2:5][CH2:6][CH2:7][N:8]1[CH2:13][CH2:12][CH:11]([C:14]2[CH:15]=[C:16]([NH:20][C:21](=[O:25])[CH:22]([CH3:23])[CH3:24])[CH:17]=[CH:18][CH:19]=2)[CH2:10][CH2:9]1)=[O:36], predict the reactants needed to synthesize it. The reactants are: [NH2:1][CH2:2][CH2:3][CH2:4][CH2:5][CH2:6][CH2:7][N:8]1[CH2:13][CH2:12][CH:11]([C:14]2[CH:15]=[C:16]([NH:20][C:21](=[O:25])[CH:22]([CH3:24])[CH3:23])[CH:17]=[CH:18][CH:19]=2)[CH2:10][CH2:9]1.[Cl:26][C:27]1[CH:32]=[C:31]([Cl:33])[CH:30]=[CH:29][C:28]=1[N:34]=[C:35]=[O:36]. (2) Given the product [ClH:34].[CH3:18][C:17]1[CH:19]=[CH:20][C:14]([S:11]([O:10][C@@H:9]2[CH2:8][NH:7][C@@H:6]3[C@@H:2]([OH:1])[CH2:3][O:4][C@H:5]23)(=[O:13])=[O:12])=[CH:15][CH:16]=1, predict the reactants needed to synthesize it. The reactants are: [OH:1][C@@H:2]1[C@H:6]2[N:7](C(OC(C)(C)C)=O)[CH2:8][C@@H:9]([O:10][S:11]([C:14]3[CH:20]=[CH:19][C:17]([CH3:18])=[CH:16][CH:15]=3)(=[O:13])=[O:12])[C@H:5]2[O:4][CH2:3]1.O1CCOCC1.[ClH:34]. (3) Given the product [CH3:36][C:37]1[N:38]=[C:39]([CH2:50][NH:52][C:7]([C:5]2[N:6]([CH2:28][C:23]#[C:24][CH3:25])[C:2]([Br:1])=[N:3][C:4]=2/[CH:10]=[CH:11]/[O:12][CH3:13])=[O:9])[C:40]2[C:45]([CH:46]=1)=[CH:44][CH:43]=[CH:42][CH:41]=2, predict the reactants needed to synthesize it. The reactants are: [Br:1][C:2]1[NH:6][C:5]([C:7]([OH:9])=O)=[C:4](/[CH:10]=[CH:11]/[O:12][CH3:13])[N:3]=1.CN(C(ON1N=N[C:24]2[CH:25]=CC=[CH:28][C:23]1=2)=[N+](C)C)C.[B-](F)(F)(F)F.[CH3:36][C:37]1[N:38]=[C:39](NC)[C:40]2[C:45]([CH:46]=1)=[CH:44][CH:43]=[CH:42][CH:41]=2.O.[CH2:50]([N:52](CC)CC)C.